Dataset: Forward reaction prediction with 1.9M reactions from USPTO patents (1976-2016). Task: Predict the product of the given reaction. (1) Given the reactants I.[S:2]1[CH:6]=[CH:5][CH:4]=[C:3]1[C:7](SC)=[NH:8].[CH2:11]([N:13]([CH2:27][CH3:28])[CH2:14][CH2:15][N:16]1[CH2:21][CH2:20][S:19][C:18]2[CH:22]=[C:23]([NH2:26])[CH:24]=[CH:25][C:17]1=2)[CH3:12], predict the reaction product. The product is: [CH2:27]([N:13]([CH2:11][CH3:12])[CH2:14][CH2:15][N:16]1[CH2:21][CH2:20][S:19][C:18]2[CH:22]=[C:23]([NH:26][C:7]([C:3]3[S:2][CH:6]=[CH:5][CH:4]=3)=[NH:8])[CH:24]=[CH:25][C:17]1=2)[CH3:28]. (2) The product is: [C:52]([C:53]1[N:55]=[C:1]([C:4]2[CH:9]=[C:8]([N:10]3[C:15]([CH3:16])=[CH:14][C:13]([O:17][CH2:18][C:19]4[CH:24]=[CH:23][C:22]([F:25])=[CH:21][C:20]=4[F:26])=[C:12]([Cl:27])[C:11]3=[O:28])[C:7]([CH3:29])=[CH:6][N:5]=2)[CH:2]=[CH:30][N:54]=1)([CH3:57])([CH3:56])[CH3:51]. Given the reactants [C:1]([C:4]1[CH:9]=[C:8]([N:10]2[C:15]([CH3:16])=[CH:14][C:13]([O:17][CH2:18][C:19]3[CH:24]=[CH:23][C:22]([F:25])=[CH:21][C:20]=3[F:26])=[C:12]([Cl:27])[C:11]2=[O:28])[C:7]([CH3:29])=[CH:6][N:5]=1)(=O)[CH3:2].[C:30](OC(OC(C)(C)C)N(C)C)(C)(C)C.C(=O)([O-])[O-].[K+].[K+].Cl.[CH3:51][C:52]([CH3:57])([CH3:56])[C:53]([NH2:55])=[NH:54], predict the reaction product. (3) Given the reactants C([Li])CCC.C(NC(C)C)(C)C.[S:13]1[CH:17]=[CH:16][CH:15]=[C:14]1[CH2:18][C:19]([O:21][CH2:22][CH3:23])=[O:20].Br[CH:25]1[CH2:29][CH2:28][CH2:27][CH2:26]1, predict the reaction product. The product is: [CH:25]1([CH:18]([C:14]2[S:13][CH:17]=[CH:16][CH:15]=2)[C:19]([O:21][CH2:22][CH3:23])=[O:20])[CH2:29][CH2:28][CH2:27][CH2:26]1. (4) Given the reactants [F:1][C:2]1[N:10]=[C:9]2[C:5]([N:6]=[CH:7][N:8]2[CH:11]2[CH2:16][CH2:15][CH2:14][CH2:13][O:12]2)=[C:4](Cl)[N:3]=1.[CH3:18][S:19][C:20]1[CH:26]=[CH:25][C:23]([NH2:24])=[CH:22][CH:21]=1.CCN(C(C)C)C(C)C, predict the reaction product. The product is: [F:1][C:2]1[N:10]=[C:9]2[C:5]([N:6]=[CH:7][N:8]2[CH:11]2[CH2:16][CH2:15][CH2:14][CH2:13][O:12]2)=[C:4]([NH:24][C:23]2[CH:25]=[CH:26][C:20]([S:19][CH3:18])=[CH:21][CH:22]=2)[N:3]=1. (5) Given the reactants [NH2:1][C:2]1[CH:7]=[CH:6][C:5]([S:8][CH2:9][C:10]2[CH:15]=[CH:14][CH:13]=[CH:12][CH:11]=2)=[CH:4][C:3]=1/[CH:16]=[CH:17]/[C:18]([O:20][CH2:21][CH3:22])=[O:19].[Cl:23][C:24]1[CH:25]=[C:26]([C:30]2[CH:35]=[C:34]([O:36][CH3:37])[C:33](I)=[C:32]([F:39])[CH:31]=2)[CH:27]=[CH:28][CH:29]=1.C(=O)([O-])[O-].[Cs+].[Cs+], predict the reaction product. The product is: [CH2:9]([S:8][C:5]1[CH:6]=[CH:7][C:2]([NH:1][C:33]2[C:34]([O:36][CH3:37])=[CH:35][C:30]([C:26]3[CH:27]=[CH:28][CH:29]=[C:24]([Cl:23])[CH:25]=3)=[CH:31][C:32]=2[F:39])=[C:3](/[CH:16]=[CH:17]/[C:18]([O:20][CH2:21][CH3:22])=[O:19])[CH:4]=1)[C:10]1[CH:15]=[CH:14][CH:13]=[CH:12][CH:11]=1.